Task: Predict which catalyst facilitates the given reaction.. Dataset: Catalyst prediction with 721,799 reactions and 888 catalyst types from USPTO (1) Reactant: Cl.[CH3:2][C:3]1[S:12][C:11]2[NH:10][C:9]3[CH:13]=[CH:14][CH:15]=[CH:16][C:8]=3[N:7]=[C:6]([NH2:17])[C:5]=2[CH:4]=1.N.CO. Product: [CH3:2][C:3]1[S:12][C:11]2[NH:10][C:9]3[CH:13]=[CH:14][CH:15]=[CH:16][C:8]=3[N:7]=[C:6]([NH2:17])[C:5]=2[CH:4]=1. The catalyst class is: 4. (2) Reactant: [CH2:1]([N:8]([CH3:29])[C:9](=[O:28])[CH2:10][CH2:11][CH2:12][O:13][C:14]1[CH:19]=[CH:18][C:17]([O:20]CC2C=CC=CC=2)=[CH:16][CH:15]=1)[C:2]1[CH:7]=[CH:6][CH:5]=[CH:4][CH:3]=1.B(Cl)(Cl)Cl. Product: [CH2:1]([N:8]([CH3:29])[C:9](=[O:28])[CH2:10][CH2:11][CH2:12][O:13][C:14]1[CH:15]=[CH:16][C:17]([OH:20])=[CH:18][CH:19]=1)[C:2]1[CH:7]=[CH:6][CH:5]=[CH:4][CH:3]=1. The catalyst class is: 4.